From a dataset of Full USPTO retrosynthesis dataset with 1.9M reactions from patents (1976-2016). Predict the reactants needed to synthesize the given product. (1) Given the product [F:1][C@@H:2]1[CH2:19][C@@:18]2([CH3:20])[CH:5]([C:6](=[O:22])[CH2:7][C@@H:8]3[C@@H:17]2[CH2:16][CH2:15][C@@:13]2([CH3:14])[C@H:9]3[CH2:10][CH2:11][C@@H:12]2[OH:21])[CH2:4][C:3]1=[O:23], predict the reactants needed to synthesize it. The reactants are: [F:1][C@@H:2]1[CH2:19][C@@:18]2([CH3:20])[C:5]([C:6](=[O:22])[CH2:7][C@@H:8]3[C@@H:17]2[CH2:16][CH2:15][C@@:13]2([CH3:14])[C@H:9]3[CH2:10][CH2:11][C@@H:12]2[OH:21])=[CH:4][C:3]1=[O:23].[Na+].[I-].Cl.C([O-])(O)=O.[Na+]. (2) Given the product [N:32]1([CH2:31][CH2:30][NH:29][C:11]([C:9]2[CH:10]=[C:5]3[N:4]=[C:3]([NH:14][C:15]4[S:16][C:17]5[CH:23]=[C:22]([O:24][C:25]([F:27])([F:28])[F:26])[CH:21]=[CH:20][C:18]=5[N:19]=4)[N:2]([CH3:1])[C:6]3=[N:7][CH:8]=2)=[O:13])[CH2:37][CH2:36][O:35][CH2:34][CH2:33]1, predict the reactants needed to synthesize it. The reactants are: [CH3:1][N:2]1[C:6]2=[N:7][CH:8]=[C:9]([C:11]([OH:13])=O)[CH:10]=[C:5]2[N:4]=[C:3]1[NH:14][C:15]1[S:16][C:17]2[CH:23]=[C:22]([O:24][C:25]([F:28])([F:27])[F:26])[CH:21]=[CH:20][C:18]=2[N:19]=1.[NH2:29][CH2:30][CH2:31][N:32]1[CH2:37][CH2:36][O:35][CH2:34][CH2:33]1.CN(C(ON1N=NC2C=CC=CC1=2)=[N+](C)C)C.F[P-](F)(F)(F)(F)F.CCN(C(C)C)C(C)C. (3) The reactants are: [CH2:1]([CH:3]([CH2:20][CH3:21])[CH:4]([NH2:19])[C:5]1[N:9]([CH2:10][C:11]2[CH:16]=[CH:15][C:14]([O:17][CH3:18])=[CH:13][CH:12]=2)[N:8]=[CH:7][CH:6]=1)[CH3:2].[Br:22][C:23]1[CH:28]=[CH:27][C:26]([S:29](Cl)(=[O:31])=[O:30])=[CH:25][CH:24]=1.S(Cl)(Cl)(=O)=O. Given the product [Br:22][C:23]1[CH:28]=[CH:27][C:26]([S:29]([NH:19][CH:4]([C:5]2[N:9]([CH2:10][C:11]3[CH:12]=[CH:13][C:14]([O:17][CH3:18])=[CH:15][CH:16]=3)[N:8]=[CH:7][CH:6]=2)[CH:3]([CH2:1][CH3:2])[CH2:20][CH3:21])(=[O:31])=[O:30])=[CH:25][CH:24]=1, predict the reactants needed to synthesize it. (4) Given the product [Cl:36][C:33]([F:34])([F:35])[O:32][C:29]1[CH:28]=[CH:27][C:26]([NH:25][C:23](=[O:24])[C:22]2[CH:37]=[C:38]([C:39]3[NH:43][N:42]=[CH:41][CH:40]=3)[C:19]([N:5]3[CH2:6][CH2:7][C:3]([F:8])([F:2])[CH2:4]3)=[N:20][CH:21]=2)=[CH:31][CH:30]=1, predict the reactants needed to synthesize it. The reactants are: Cl.[F:2][C:3]1([F:8])[CH2:7][CH2:6][NH:5][CH2:4]1.CCN(C(C)C)C(C)C.Cl[C:19]1[C:38]([C:39]2[NH:43][N:42]=[CH:41][CH:40]=2)=[CH:37][C:22]([C:23]([NH:25][C:26]2[CH:31]=[CH:30][C:29]([O:32][C:33]([Cl:36])([F:35])[F:34])=[CH:28][CH:27]=2)=[O:24])=[CH:21][N:20]=1.O. (5) Given the product [CH2:1]([N:5]1[N:9]=[N:8][C:7]([C:10]([OH:12])=[O:11])=[N:6]1)[CH2:2][CH2:3][CH3:4], predict the reactants needed to synthesize it. The reactants are: [CH2:1]([N:5]1[N:9]=[N:8][C:7]([C:10]([O:12]CC)=[O:11])=[N:6]1)[CH2:2][CH2:3][CH3:4].C(O)C.[OH-].[K+]. (6) Given the product [CH:26]1([S:23]([C:20]2[CH:19]=[CH:18][C:17]([CH2:16][C:8]3[C:9]4[C:14](=[CH:13][CH:12]=[C:11]([F:15])[CH:10]=4)[N:6]([CH2:5][C:4]([OH:33])=[O:3])[C:7]=3[CH3:32])=[CH:22][CH:21]=2)(=[O:24])=[O:25])[CH2:27][CH2:28][CH2:29][CH2:30][CH2:31]1, predict the reactants needed to synthesize it. The reactants are: C([O:3][C:4](=[O:33])[CH2:5][N:6]1[C:14]2[C:9](=[CH:10][C:11]([F:15])=[CH:12][CH:13]=2)[C:8]([CH2:16][C:17]2[CH:22]=[CH:21][C:20]([S:23]([CH:26]3[CH2:31][CH2:30][CH2:29][CH2:28][CH2:27]3)(=[O:25])=[O:24])=[CH:19][CH:18]=2)=[C:7]1[CH3:32])C.C1(S(C2C=CC=CC=2CC2C3C(=CC=C(F)C=3)N(CC(O)=O)C=2C)(=O)=O)CCCCC1. (7) Given the product [Br:8][C:9]1[CH:10]=[CH:11][C:12]([O:18][CH2:19][C:20]2[CH:25]=[CH:24][CH:23]=[C:22]([O:26][CH3:27])[CH:21]=2)=[C:13]([CH:17]=1)[C:14]([NH:7][C:3]1[CH:2]=[N:1][CH:6]=[CH:5][CH:4]=1)=[O:15], predict the reactants needed to synthesize it. The reactants are: [N:1]1[CH:6]=[CH:5][CH:4]=[C:3]([NH2:7])[CH:2]=1.[Br:8][C:9]1[CH:10]=[CH:11][C:12]([O:18][CH2:19][C:20]2[CH:25]=[CH:24][CH:23]=[C:22]([O:26][CH3:27])[CH:21]=2)=[C:13]([CH:17]=1)[C:14](O)=[O:15].Cl.CN(C)CCCN=C=NCC.ON1C2C=CC=CC=2N=N1. (8) Given the product [CH3:1][O:2][C:3]1[CH:8]=[CH:7][CH:6]=[CH:5][C:4]=1[C:9]1[CH:14]=[CH:13][CH:12]=[C:11]([C:15]([N:17]([CH3:44])[C:18]2[CH:19]=[CH:20][C:21]([C:24]3[N:28]=[CH:27][N:26]([C:29]4[CH:34]=[CH:33][C:32]([O:35][C:36]([F:39])([F:37])[F:38])=[CH:31][CH:30]=4)[N:25]=3)=[CH:22][CH:23]=2)=[O:16])[CH:10]=1, predict the reactants needed to synthesize it. The reactants are: [CH3:1][O:2][C:3]1[CH:8]=[CH:7][CH:6]=[CH:5][C:4]=1[C:9]1[CH:14]=[CH:13][CH:12]=[C:11]([C:15]([NH:17][C:18]2[CH:23]=[CH:22][C:21]([C:24]3[N:28]=[CH:27][N:26]([C:29]4[CH:34]=[CH:33][C:32]([O:35][C:36]([F:39])([F:38])[F:37])=[CH:31][CH:30]=4)[N:25]=3)=[CH:20][CH:19]=2)=[O:16])[CH:10]=1.[H-].[Na+].CI.[C:44](=O)(O)[O-].[Na+]. (9) Given the product [F:1][B-:2]([F:5])([F:4])[F:3].[CH2:24]([O:23][C+:15]([C:16]1[CH:17]=[CH:18][C:19]([CH3:22])=[CH:20][CH:21]=1)[CH:14]=[CH:13][CH:12]=[CH:11][CH:10]=[C:9]([N:35]([CH2:36][CH3:37])[CH2:33][CH3:34])[C:26]1[CH:31]=[CH:30][C:29]([CH3:32])=[CH:28][CH:27]=1)[CH3:25], predict the reactants needed to synthesize it. The reactants are: [F:1][B-:2]([F:5])([F:4])[F:3].C(O[C+:9]([C:26]1[CH:31]=[CH:30][C:29]([CH3:32])=[CH:28][CH:27]=1)[CH:10]=[CH:11][CH:12]=[CH:13][CH:14]=[C:15]([O:23][CH2:24][CH3:25])[C:16]1[CH:21]=[CH:20][C:19]([CH3:22])=[CH:18][CH:17]=1)C.[CH2:33]([NH:35][CH2:36][CH3:37])[CH3:34]. (10) Given the product [C:28]1([N:27]([C:34]2[C:43]3[C:38](=[CH:39][CH:40]=[CH:41][CH:42]=3)[CH:37]=[CH:36][CH:35]=2)[C:24]2[CH:25]=[CH:26][C:21]([C:18]3[CH:19]=[CH:20][C:15]([NH:44][C:45]4[CH:50]=[CH:49][CH:48]=[CH:47][CH:46]=4)=[CH:16][CH:17]=3)=[CH:22][CH:23]=2)[CH:33]=[CH:32][CH:31]=[CH:30][CH:29]=1, predict the reactants needed to synthesize it. The reactants are: C(P(C(C)(C)C)C(C)(C)C)(C)(C)C.Br[C:15]1[CH:20]=[CH:19][C:18]([C:21]2[CH:26]=[CH:25][C:24]([N:27]([C:34]3[C:43]4[C:38](=[CH:39][CH:40]=[CH:41][CH:42]=4)[CH:37]=[CH:36][CH:35]=3)[C:28]3[CH:33]=[CH:32][CH:31]=[CH:30][CH:29]=3)=[CH:23][CH:22]=2)=[CH:17][CH:16]=1.[NH2:44][C:45]1[CH:50]=[CH:49][CH:48]=[CH:47][CH:46]=1.C(O[Na])(C)(C)C.